Dataset: Forward reaction prediction with 1.9M reactions from USPTO patents (1976-2016). Task: Predict the product of the given reaction. (1) Given the reactants N1CCC(CNC(=O)[O:10][C:11]([CH3:14])([CH3:13])[CH3:12])CC1.[Cl:16][C:17]1[N:18]=[N:19][C:20](Cl)=[C:21]([CH3:24])[C:22]=1[CH3:23].[CH:26]([N:29](CC)C(C)C)(C)[CH3:27].[CH3:35][N:36]1[C:40](=[O:41])[CH2:39][CH2:38][CH2:37]1, predict the reaction product. The product is: [Cl:16][C:17]1[N:18]=[N:19][C:20]([N:29]2[CH2:26][CH2:27][CH:37]([N:36]([CH3:35])[C:40](=[O:41])[O:10][C:11]([CH3:14])([CH3:13])[CH3:12])[CH2:38][CH2:39]2)=[C:21]([CH3:24])[C:22]=1[CH3:23]. (2) Given the reactants Cl[C:2]1[C:21]([C:22]2[N:26](C3CCCCO3)[N:25]=[CH:24][CH:23]=2)=[CH:20][C:5]([C:6]([NH:8][C:9]2[CH:14]=[CH:13][C:12]([O:15][C:16]([Cl:19])([F:18])[F:17])=[CH:11][CH:10]=2)=[O:7])=[CH:4][N:3]=1.[C:33]12([NH:39]C(=O)OC(C)(C)C)[CH2:38][CH:37]1[CH2:36][NH:35][CH2:34]2, predict the reaction product. The product is: [NH2:39][C:33]12[CH2:38][CH:37]1[CH2:36][N:35]([C:2]1[C:21]([C:22]3[NH:26][N:25]=[CH:24][CH:23]=3)=[CH:20][C:5]([C:6]([NH:8][C:9]3[CH:10]=[CH:11][C:12]([O:15][C:16]([Cl:19])([F:18])[F:17])=[CH:13][CH:14]=3)=[O:7])=[CH:4][N:3]=1)[CH2:34]2. (3) Given the reactants [CH3:1][C:2]1[CH:10]=[CH:9][C:5]([C:6](Cl)=[O:7])=[CH:4][C:3]=1[N+:11]([O-:13])=[O:12].O.[CH:15]([C:18]1[CH:19]=[C:20]([NH2:24])[CH:21]=[CH:22][CH:23]=1)([CH3:17])[CH3:16], predict the reaction product. The product is: [CH:15]([C:18]1[CH:19]=[C:20]([NH:24][C:6](=[O:7])[C:5]2[CH:9]=[CH:10][C:2]([CH3:1])=[C:3]([N+:11]([O-:13])=[O:12])[CH:4]=2)[CH:21]=[CH:22][CH:23]=1)([CH3:17])[CH3:16]. (4) Given the reactants Br[C:2]1[N:7]=[C:6]([NH:8][C:9](=[O:13])[CH:10]([CH3:12])[CH3:11])[CH:5]=[CH:4][CH:3]=1.CC1(C)C(C)(C)OB([C:22]2[CH2:23][CH2:24][N:25]([C:28]([O:30][C:31]([CH3:34])([CH3:33])[CH3:32])=[O:29])[CH2:26][CH:27]=2)O1, predict the reaction product. The product is: [C:9]([NH:8][C:6]1[N:7]=[C:2]([C:22]2[CH2:27][CH2:26][N:25]([C:28]([O:30][C:31]([CH3:34])([CH3:33])[CH3:32])=[O:29])[CH2:24][CH:23]=2)[CH:3]=[CH:4][CH:5]=1)(=[O:13])[CH:10]([CH3:12])[CH3:11]. (5) The product is: [C:19]([C:23]1[O:27][C:26]([CH3:28])=[C:25]([C:29]([NH:1][C:2]2[CH:18]=[CH:17][CH:16]=[C:4]([O:5][C:6]3[CH:11]=[CH:10][N:9]=[C:8]4[NH:12][C:13](=[O:15])[NH:14][C:7]=34)[CH:3]=2)=[O:30])[CH:24]=1)([CH3:22])([CH3:20])[CH3:21]. Given the reactants [NH2:1][C:2]1[CH:3]=[C:4]([CH:16]=[CH:17][CH:18]=1)[O:5][C:6]1[CH:11]=[CH:10][N:9]=[C:8]2[NH:12][C:13](=[O:15])[NH:14][C:7]=12.[C:19]([C:23]1[O:27][C:26]([CH3:28])=[C:25]([C:29](Cl)=[O:30])[CH:24]=1)([CH3:22])([CH3:21])[CH3:20], predict the reaction product. (6) Given the reactants [C:1]([CH2:9][C:10]([O:12]CC)=O)(=[O:8])[C:2]1[CH:7]=[CH:6][CH:5]=[CH:4][CH:3]=1.[CH:15]1([CH2:18][NH2:19])[CH2:17][CH2:16]1.C1(C)C=CC(S(O)(=O)=O)=CC=1, predict the reaction product. The product is: [CH:15]1([CH2:18][NH:19][C:10](=[O:12])[CH2:9][C:1](=[O:8])[C:2]2[CH:3]=[CH:4][CH:5]=[CH:6][CH:7]=2)[CH2:17][CH2:16]1. (7) Given the reactants [CH3:1][CH2:2][C@@:3]1([OH:27])[C:8](=[O:9])[O:7][CH2:6][C:5]2[C:10]([N:12]3[C:24](=[CH:25][C:4]1=2)[C:23]1[N:22]=[C:21]2[C:16]([CH:17]=[C:18]([OH:26])[CH:19]=[CH:20]2)=[CH:15][C:14]=1[CH2:13]3)=[O:11].[Cl:28]CCl.Cl, predict the reaction product. The product is: [CH3:1][CH2:2][C@@:3]1([OH:27])[C:8](=[O:9])[O:7][CH2:6][C:5]2[C:10]([N:12]3[C:24](=[CH:25][C:4]1=2)[C:23]1[N:22]=[C:21]2[CH:20]=[CH:19][C:18]([OH:26])=[C:17]([CH2:10][N:12]([CH3:24])[CH3:13])[C:16]2=[CH:15][C:14]=1[CH2:13]3)=[O:11].[ClH:28].